Dataset: Reaction yield outcomes from USPTO patents with 853,638 reactions. Task: Predict the reaction yield, written as a fraction of the theoretical maximum amount of product (1.0 means a 100% yield; for example, 0.34 means a 34% yield). (1) The catalyst is C1(C)C=CC=CC=1.ClCCl. The product is [CH2:19]([N:26]([CH2:27][CH2:28][C@@H:29]([O:33][C:40]1[CH:39]=[CH:38][CH:37]=[C:36]([Cl:35])[CH:41]=1)[CH2:30][CH2:31][CH3:32])[CH3:34])[C:20]1[CH:25]=[CH:24][CH:23]=[CH:22][CH:21]=1. The reactants are N(C(N1CCCCC1)=O)=NC(N1CCCCC1)=O.[CH2:19]([N:26]([CH3:34])[CH2:27][CH2:28][C@H:29]([OH:33])[CH2:30][CH2:31][CH3:32])[C:20]1[CH:25]=[CH:24][CH:23]=[CH:22][CH:21]=1.[Cl:35][C:36]1[CH:37]=[C:38](O)[CH:39]=[CH:40][CH:41]=1.C(P(CCCC)CCCC)CCC. The yield is 0.800. (2) The yield is 0.240. The catalyst is C(O)C.O. The reactants are [N+:1]([C:4]1[CH:10]=[C:9]([N+:11]([O-:13])=[O:12])[CH:8]=[CH:7][C:5]=1[NH2:6])([O-])=O.[S-2].[Na+].[Na+]. The product is [N+:11]([C:9]1[CH:10]=[C:4]([NH2:1])[C:5]([NH2:6])=[CH:7][CH:8]=1)([O-:13])=[O:12]. (3) The reactants are [Cl:1][C:2]1[CH:3]=[C:4]([C:8]2[O:12][N:11]=[C:10]([CH:13](O)[CH3:14])[N:9]=2)[CH:5]=[CH:6][CH:7]=1.O=S(Cl)[Cl:18]. The catalyst is CN(C=O)C. The product is [Cl:18][CH:13]([C:10]1[N:9]=[C:8]([C:4]2[CH:5]=[CH:6][CH:7]=[C:2]([Cl:1])[CH:3]=2)[O:12][N:11]=1)[CH3:14]. The yield is 0.930. (4) The reactants are C(O[C:4](=[O:21])[C:5](=[CH:11][NH:12][C:13]1[CH:14]=[N:15][C:16]([O:19][CH3:20])=[CH:17][CH:18]=1)[C:6]([O:8][CH2:9][CH3:10])=[O:7])C. The catalyst is C1C=CC(C2C=CC=CC=2)=CC=1.C1C=CC(OC2C=CC=CC=2)=CC=1. The product is [CH2:9]([O:8][C:6]([C:5]1[C:4](=[O:21])[C:14]2[C:13](=[CH:18][CH:17]=[C:16]([O:19][CH3:20])[N:15]=2)[NH:12][CH:11]=1)=[O:7])[CH3:10]. The yield is 0.730. (5) The reactants are [CH2:1]([C:5]1[CH:10]=[CH:9][C:8]([CH2:11][CH2:12][CH2:13][N:14]2[C:18]([CH3:19])=[CH:17][CH:16]=[C:15]2[C:20]2[CH:25]=[CH:24][C:23]([OH:26])=[CH:22][CH:21]=2)=[CH:7][CH:6]=1)[CH2:2][CH2:3][CH3:4].O[C@@H:28]([CH2:34][C:35]1[CH:40]=[CH:39][CH:38]=[CH:37][CH:36]=1)[C:29]([O:31][CH2:32][CH3:33])=[O:30].C1(P(C2C=CC=CC=2)C2C=CC=CC=2)C=CC=CC=1.N(C(OCC)=O)=NC(OCC)=O. The yield is 0.330. The product is [CH2:1]([C:5]1[CH:6]=[CH:7][C:8]([CH2:11][CH2:12][CH2:13][N:14]2[C:18]([CH3:19])=[CH:17][CH:16]=[C:15]2[C:20]2[CH:25]=[CH:24][C:23]([O:26][C@H:28]([CH2:34][C:35]3[CH:36]=[CH:37][CH:38]=[CH:39][CH:40]=3)[C:29]([O:31][CH2:32][CH3:33])=[O:30])=[CH:22][CH:21]=2)=[CH:9][CH:10]=1)[CH2:2][CH2:3][CH3:4]. The catalyst is C1(C)C=CC=CC=1.O. (6) The reactants are [CH3:1][C:2]1([CH3:9])[CH2:7][CH2:6][C:5](=[O:8])[CH2:4][CH2:3]1.[C:10](=O)([O:13]C)[O:11][CH3:12].[H-].[Na+].CO. The catalyst is C1COCC1. The product is [OH:8][C:5]1[CH2:6][CH2:7][C:2]([CH3:9])([CH3:1])[CH2:3][C:4]=1[C:10]([O:11][CH3:12])=[O:13]. The yield is 0.750. (7) The reactants are [CH3:1][C:2]1[CH:8]=[C:7]([C:9](F)([C:14]([F:17])([F:16])[F:15])[C:10]([F:13])([F:12])[F:11])[C:6]([CH2:19][CH2:20][CH3:21])=[CH:5][C:3]=1[NH2:4].[CH3:22][O-:23].[Na+]. The catalyst is CO. The product is [CH3:22][O:23][C:9]([C:7]1[C:6]([CH2:19][CH2:20][CH3:21])=[CH:5][C:3]([NH2:4])=[C:2]([CH3:1])[CH:8]=1)([C:14]([F:16])([F:15])[F:17])[C:10]([F:12])([F:11])[F:13]. The yield is 0.790. (8) The reactants are Cl[C:2]1[N:7]=[C:6]([NH:8][CH3:9])[C:5]([N+:10]([O-:12])=[O:11])=[CH:4][N:3]=1.[NH2:13][C:14]1[CH:19]=[CH:18][C:17]([N:20]2[CH2:25][CH2:24][O:23][CH2:22][CH2:21]2)=[CH:16][CH:15]=1. The catalyst is C1COCC1.CC(O)C.O. The product is [CH3:9][NH:8][C:6]1[C:5]([N+:10]([O-:12])=[O:11])=[CH:4][N:3]=[C:2]([NH:13][C:14]2[CH:15]=[CH:16][C:17]([N:20]3[CH2:25][CH2:24][O:23][CH2:22][CH2:21]3)=[CH:18][CH:19]=2)[N:7]=1. The yield is 0.980. (9) The reactants are [Cl:1][C:2]1[CH:7]=[CH:6][CH:5]=[CH:4][C:3]=1/[CH:8]=[CH:9]/[CH3:10].CC[C@H]1[C@H]2C[C@H]([C@H](OC3C4C(=CC=CC=4)C(O[C@H](C4C=CN=C5C=4C=C(OC)C=C5)[C@@H]4N5C[C@H](CC)[C@@H](CC5)C4)=NN=3)C3C=CN=C4C=3C=C([O:32]C)C=C4)N(CC2)C1.CC(O)(C)C.[OH2:74]. No catalyst specified. The product is [Cl:1][C:2]1[CH:7]=[CH:6][CH:5]=[CH:4][C:3]=1[C@H:8]([OH:32])[C@@H:9]([OH:74])[CH3:10]. The yield is 0.900. (10) The reactants are [O:1]1[C:10]2[CH:9]=[C:8]([CH2:11][N:12]([CH:20]3[CH2:29][CH2:28][C:27]4[C:22](=[CH:23][CH:24]=[C:25]([N:30]5[C:35](=[O:36])[CH:34]=[N:33][C:32]6[CH:37]=[CH:38][C:39]([O:41][CH3:42])=[N:40][C:31]5=6)[CH:26]=4)[CH2:21]3)C(=O)OC(C)(C)C)[N:7]=[CH:6][C:5]=2[O:4][CH2:3][CH2:2]1. The catalyst is C(Cl)Cl.C(O)(C(F)(F)F)=O. The product is [O:1]1[C:10]2[CH:9]=[C:8]([CH2:11][NH:12][CH:20]3[CH2:29][CH2:28][C:27]4[CH:26]=[C:25]([N:30]5[C:35](=[O:36])[CH:34]=[N:33][C:32]6[CH:37]=[CH:38][C:39]([O:41][CH3:42])=[N:40][C:31]5=6)[CH:24]=[CH:23][C:22]=4[CH2:21]3)[N:7]=[CH:6][C:5]=2[O:4][CH2:3][CH2:2]1. The yield is 0.840.